This data is from Full USPTO retrosynthesis dataset with 1.9M reactions from patents (1976-2016). The task is: Predict the reactants needed to synthesize the given product. (1) Given the product [Cl:1][C:2]1[CH:11]=[C:10]([C:12](=[O:13])[CH3:28])[C:9]([N:18]2[CH2:19][CH2:20][N:21]([CH2:24][CH2:25][O:26][CH3:27])[CH2:22][CH2:23]2)=[C:8]2[C:3]=1[CH:4]=[CH:5][CH:6]=[N:7]2, predict the reactants needed to synthesize it. The reactants are: [Cl:1][C:2]1[CH:11]=[C:10]([C:12](N(OC)C)=[O:13])[C:9]([N:18]2[CH2:23][CH2:22][N:21]([CH2:24][CH2:25][O:26][CH3:27])[CH2:20][CH2:19]2)=[C:8]2[C:3]=1[CH:4]=[CH:5][CH:6]=[N:7]2.[CH3:28][Mg]Br. (2) Given the product [Cl:5][C:6]1[N:10]([CH2:11][N:12]2[CH2:16][CH:15]([CH2:17][CH2:18][CH3:19])[CH2:14][C:13]2=[O:20])[C:9]2[CH:21]=[C:22]([OH:25])[CH:23]=[CH:24][C:8]=2[N:7]=1, predict the reactants needed to synthesize it. The reactants are: B(Br)(Br)Br.[Cl:5][C:6]1[N:10]([CH2:11][N:12]2[CH2:16][CH:15]([CH2:17][CH2:18][CH3:19])[CH2:14][C:13]2=[O:20])[C:9]2[CH:21]=[C:22]([O:25]C)[CH:23]=[CH:24][C:8]=2[N:7]=1.C([O-])(O)=O.[Na+]. (3) Given the product [NH2:28][CH:2]1[CH2:11][CH2:10][C:9]2[CH:8]=[C:7]([C@H:12]3[CH2:21][CH2:20][C@@:14]4([NH:18][C:17](=[O:19])[O:16][CH2:15]4)[CH2:13]3)[CH:6]=[CH:5][C:4]=2[CH2:3]1, predict the reactants needed to synthesize it. The reactants are: O=[C:2]1[CH2:11][CH2:10][C:9]2[CH:8]=[C:7]([C@H:12]3[CH2:21][CH2:20][C@@:14]4([NH:18][C:17](=[O:19])[O:16][CH2:15]4)[CH2:13]3)[CH:6]=[CH:5][C:4]=2[CH2:3]1.C([O-])(=O)C.[NH4+].C([BH3-])#[N:28].[Na+]. (4) Given the product [CH3:17][C:16]1[O:15][N:14]=[C:13]([C:18]2[CH:19]=[CH:20][CH:21]=[CH:22][CH:23]=2)[C:12]=1/[CH:11]=[CH:10]/[C:7]1[CH:8]=[CH:9][C:4]([C:3]([OH:24])=[O:2])=[CH:5][N:6]=1, predict the reactants needed to synthesize it. The reactants are: C[O:2][C:3](=[O:24])[C:4]1[CH:9]=[CH:8][C:7](/[CH:10]=[CH:11]/[C:12]2[C:13]([C:18]3[CH:23]=[CH:22][CH:21]=[CH:20][CH:19]=3)=[N:14][O:15][C:16]=2[CH3:17])=[N:6][CH:5]=1.O.[OH-].[Li+].Cl. (5) Given the product [CH2:1]([N:8]1[C:14](=[O:15])[CH2:13][C:12]2=[N:25][N:24]=[C:21]([CH3:22])[N:11]2[C:10]2[CH:17]=[CH:18][CH:19]=[CH:20][C:9]1=2)[C:2]1[CH:7]=[CH:6][CH:5]=[CH:4][CH:3]=1, predict the reactants needed to synthesize it. The reactants are: [CH2:1]([N:8]1[C:14](=[O:15])[CH2:13][C:12](=S)[NH:11][C:10]2[CH:17]=[CH:18][CH:19]=[CH:20][C:9]1=2)[C:2]1[CH:7]=[CH:6][CH:5]=[CH:4][CH:3]=1.[C:21]([NH:24][NH2:25])(=O)[CH3:22]. (6) Given the product [N:25]1([C:22]2[N:20]3[CH:21]=[C:16]([O:12][C@H:5]4[C:6]5[C:11](=[CH:10][CH:9]=[CH:8][CH:7]=5)[C@@H:2]([NH2:1])[CH2:3][CH2:4]4)[CH:17]=[CH:18][C:19]3=[N:24][N:23]=2)[CH2:26][CH2:27][CH2:28][CH2:29][CH2:30][CH2:31]1, predict the reactants needed to synthesize it. The reactants are: [NH2:1][C@@H:2]1[C:11]2[C:6](=[CH:7][CH:8]=[CH:9][CH:10]=2)[C@H:5]([OH:12])[CH2:4][CH2:3]1.[H-].[Na+].F[C:16]1[CH:17]=[CH:18][C:19]2[N:20]([C:22]([N:25]3[CH2:31][CH2:30][CH2:29][CH2:28][CH2:27][CH2:26]3)=[N:23][N:24]=2)[CH:21]=1. (7) Given the product [ClH:30].[CH3:21][CH:20]([CH3:22])[CH2:19][C:16]1[CH:17]=[C:18]2[C:13]([C:12](=[O:27])[N:11]3[CH2:28][CH2:29][NH:8][CH2:9][C@H:10]32)=[C:14]([C:23]([F:25])([F:24])[F:26])[CH:15]=1, predict the reactants needed to synthesize it. The reactants are: C(OC([N:8]1[CH2:29][CH2:28][N:11]2[C:12](=[O:27])[C:13]3[C:18]([C@@H:10]2[CH2:9]1)=[CH:17][C:16]([CH2:19][CH:20]([CH3:22])[CH3:21])=[CH:15][C:14]=3[C:23]([F:26])([F:25])[F:24])=O)(C)(C)C.[ClH:30].